Dataset: Cav3 T-type calcium channel HTS with 100,875 compounds. Task: Binary Classification. Given a drug SMILES string, predict its activity (active/inactive) in a high-throughput screening assay against a specified biological target. (1) The molecule is O1c2c(OCC1)ccc(NC(=O)c1c3c(nc(c1)c1ccc(OCC)cc1)cccc3)c2. The result is 0 (inactive). (2) The drug is O1C=2CC(CC(=O)C2C(C(=C1N)C(OCC)=O)c1occc1)(C)C. The result is 0 (inactive).